Dataset: Forward reaction prediction with 1.9M reactions from USPTO patents (1976-2016). Task: Predict the product of the given reaction. (1) Given the reactants [CH3:1][C:2]1[N:6]([C:7]2[CH:12]=[CH:11][CH:10]=[CH:9][CH:8]=2)[C:5]([C:13]2[CH:18]=[CH:17][CH:16]=[CH:15][CH:14]=2)=[C:4]([C:19]([N:21]2[CH2:26][CH2:25][N:24]([C:27]([O:29][C:30]([CH3:33])([CH3:32])[CH3:31])=[O:28])[CH2:23][CH:22]2[C:34]([O:36]CC)=[O:35])=[O:20])[CH:3]=1.O.[OH-].[Li+], predict the reaction product. The product is: [C:30]([O:29][C:27]([N:24]1[CH2:25][CH2:26][N:21]([C:19]([C:4]2[CH:3]=[C:2]([CH3:1])[N:6]([C:7]3[CH:8]=[CH:9][CH:10]=[CH:11][CH:12]=3)[C:5]=2[C:13]2[CH:14]=[CH:15][CH:16]=[CH:17][CH:18]=2)=[O:20])[CH:22]([C:34]([OH:36])=[O:35])[CH2:23]1)=[O:28])([CH3:33])([CH3:31])[CH3:32]. (2) Given the reactants [O:1]1[CH2:6][CH2:5][N:4]([S:7]([C:10]2[CH:19]=[CH:18][C:13]([C:14](OC)=[O:15])=[CH:12][CH:11]=2)(=[O:9])=[O:8])[CH2:3][CH2:2]1.[NH2:20][NH2:21], predict the reaction product. The product is: [O:1]1[CH2:6][CH2:5][N:4]([S:7]([C:10]2[CH:19]=[CH:18][C:13]([C:14]([NH:20][NH2:21])=[O:15])=[CH:12][CH:11]=2)(=[O:9])=[O:8])[CH2:3][CH2:2]1. (3) Given the reactants [CH3:1][O:2][C:3]1[CH:8]=[CH:7][CH:6]=[C:5]([O:9][CH3:10])[C:4]=1[CH:11]1[N:16]([CH2:17][C:18]2[CH:23]=[CH:22][C:21]([O:24][C:25]([F:28])([F:27])[F:26])=[CH:20][CH:19]=2)[C:15](=[O:29])[CH2:14][CH2:13][CH2:12]1.I[CH3:31], predict the reaction product. The product is: [CH3:1][O:2][C:3]1[CH:8]=[CH:7][CH:6]=[C:5]([O:9][CH3:10])[C:4]=1[CH:11]1[N:16]([CH2:17][C:18]2[CH:23]=[CH:22][C:21]([O:24][C:25]([F:27])([F:26])[F:28])=[CH:20][CH:19]=2)[C:15](=[O:29])[CH:14]([CH3:31])[CH2:13][CH2:12]1. (4) Given the reactants [N:1]([CH2:4][C:5]([C:8]1[CH:13]=[CH:12][CH:11]=[CH:10][CH:9]=1)([F:7])[F:6])=[N+]=[N-], predict the reaction product. The product is: [F:6][C:5]([F:7])([C:8]1[CH:9]=[CH:10][CH:11]=[CH:12][CH:13]=1)[CH2:4][NH2:1]. (5) Given the reactants [F:1][C:2]([F:13])([F:12])[C:3]([NH:10][CH3:11])=[CH:4][C:5]([O:7]CC)=O.[H-].[Na+].[N-:16]=[C:17]=[S:18].[C:19]1([CH3:25])[CH:24]=[CH:23][CH:22]=[CH:21][CH:20]=1, predict the reaction product. The product is: [CH3:11][N:10]1[C:3]([C:2]([F:1])([F:13])[F:12])=[CH:4][C:5](=[O:7])[N:16]([CH2:25][C:19]2[CH:24]=[CH:23][CH:22]=[CH:21][CH:20]=2)[C:17]1=[S:18]. (6) The product is: [CH:1]([CH:4]1[C:8]2=[N:9][C:10]([C:13]3[CH:18]=[CH:17][C:16]([C:19]([F:21])([F:22])[F:20])=[CH:15][CH:14]=3)=[CH:11][CH:12]=[C:7]2[N:6]([S:24]([C:27]2[CH:39]=[CH:38][C:30]([O:31][CH2:32][C:33]([O:35][CH2:36][CH3:37])=[O:34])=[C:29]([CH3:40])[CH:28]=2)(=[O:26])=[O:25])[CH2:5]1)([CH3:3])[CH3:2]. Given the reactants [CH:1]([CH:4]1[C:8]2=[N:9][C:10]([C:13]3[CH:18]=[CH:17][C:16]([C:19]([F:22])([F:21])[F:20])=[CH:15][CH:14]=3)=[CH:11][CH:12]=[C:7]2[NH:6][CH2:5]1)([CH3:3])[CH3:2].Cl[S:24]([C:27]1[CH:39]=[CH:38][C:30]([O:31][CH2:32][C:33]([O:35][CH2:36][CH3:37])=[O:34])=[C:29]([CH3:40])[CH:28]=1)(=[O:26])=[O:25].C(N(CC)CC)C, predict the reaction product. (7) Given the reactants [CH3:1][C:2]1[N:7]=[C:6]([C:8]2[C:9]([C:16]3[C:25]4[C:20](=[CH:21][C:22]([C:26](O)=[O:27])=[CH:23][CH:24]=4)[N:19]=[CH:18][CH:17]=3)=[C:10]3[CH2:15][CH2:14][CH2:13][N:11]3[N:12]=2)[CH:5]=[CH:4][CH:3]=1.[C:29]([O:33][C:34](=[O:41])[NH:35][CH2:36][C:37]([NH2:40])([CH3:39])[CH3:38])([CH3:32])([CH3:31])[CH3:30].C(Cl)CCl.ON1C2C=CC=CC=2N=N1.C(N(CC)C(C)C)(C)C, predict the reaction product. The product is: [C:29]([O:33][C:34](=[O:41])[NH:35][CH2:36][C:37]([CH3:39])([NH:40][C:26]([C:22]1[CH:21]=[C:20]2[C:25]([C:16]([C:9]3[C:8]([C:6]4[CH:5]=[CH:4][CH:3]=[C:2]([CH3:1])[N:7]=4)=[N:12][N:11]4[CH2:13][CH2:14][CH2:15][C:10]=34)=[CH:17][CH:18]=[N:19]2)=[CH:24][CH:23]=1)=[O:27])[CH3:38])([CH3:32])([CH3:30])[CH3:31].